From a dataset of Forward reaction prediction with 1.9M reactions from USPTO patents (1976-2016). Predict the product of the given reaction. Given the reactants [NH2:1][C:2]1[S:3][C:4]([CH2:18][C:19]2[CH:24]=[CH:23][C:22]([Br:25])=[CH:21][CH:20]=2)=[C:5]([C:12]2[CH:17]=[CH:16][CH:15]=[CH:14][CH:13]=2)[C:6]=1C(OCC)=O.[OH-].[K+], predict the reaction product. The product is: [Br:25][C:22]1[CH:23]=[CH:24][C:19]([CH2:18][C:4]2[S:3][C:2]([NH2:1])=[CH:6][C:5]=2[C:12]2[CH:17]=[CH:16][CH:15]=[CH:14][CH:13]=2)=[CH:20][CH:21]=1.